Dataset: Reaction yield outcomes from USPTO patents with 853,638 reactions. Task: Predict the reaction yield, written as a fraction of the theoretical maximum amount of product (1.0 means a 100% yield; for example, 0.34 means a 34% yield). (1) The reactants are [NH2:1][C:2]1[NH:6][N:5]=[CH:4][C:3]=1[C:7]([O:9][CH2:10][CH3:11])=[O:8].O=[C:13]([C:20]1[CH:25]=[CH:24][CH:23]=[CH:22][CH:21]=1)[CH2:14][C:15](OCC)=[O:16]. The catalyst is C(O)(=O)C. The product is [OH:16][C:15]1[N:6]2[N:5]=[CH:4][C:3]([C:7]([O:9][CH2:10][CH3:11])=[O:8])=[C:2]2[N:1]=[C:13]([C:20]2[CH:25]=[CH:24][CH:23]=[CH:22][CH:21]=2)[CH:14]=1. The yield is 0.610. (2) The reactants are I[C:2]1[C:10]2[C:5](=[CH:6][CH:7]=[C:8]([C:11]3[N:15]=[C:14]([NH:16][C:17](=[O:23])[O:18][C:19]([CH3:22])([CH3:21])[CH3:20])[S:13][N:12]=3)[CH:9]=2)[N:4]([S:24]([C:27]2[CH:33]=[CH:32][C:30]([CH3:31])=[CH:29][CH:28]=2)(=[O:26])=[O:25])[CH:3]=1.[CH:34]([O:37][C:38]1[CH:43]=[CH:42][CH:41]=[C:40]([Sn](CCCC)(CCCC)CCCC)[N:39]=1)([CH3:36])[CH3:35]. The catalyst is CN(C=O)C.[Cu]I.C1C=CC([P]([Pd]([P](C2C=CC=CC=2)(C2C=CC=CC=2)C2C=CC=CC=2)([P](C2C=CC=CC=2)(C2C=CC=CC=2)C2C=CC=CC=2)[P](C2C=CC=CC=2)(C2C=CC=CC=2)C2C=CC=CC=2)(C2C=CC=CC=2)C2C=CC=CC=2)=CC=1. The product is [CH:34]([O:37][C:38]1[N:39]=[C:40]([C:2]2[C:10]3[C:5](=[CH:6][CH:7]=[C:8]([C:11]4[N:15]=[C:14]([NH:16][C:17](=[O:23])[O:18][C:19]([CH3:21])([CH3:20])[CH3:22])[S:13][N:12]=4)[CH:9]=3)[N:4]([S:24]([C:27]3[CH:33]=[CH:32][C:30]([CH3:31])=[CH:29][CH:28]=3)(=[O:25])=[O:26])[CH:3]=2)[CH:41]=[CH:42][CH:43]=1)([CH3:36])[CH3:35]. The yield is 0.574. (3) The reactants are Br[C:2]1[CH:3]=[C:4]([S:8]([CH2:11][CH2:12][OH:13])(=[O:10])=[O:9])[CH:5]=[CH:6][CH:7]=1.[CH3:14][C@@H:15]1[CH2:19][CH2:18][CH2:17][N:16]1[CH2:20][CH2:21][C:22]1[CH:27]=[CH:26][C:25](B(O)O)=[CH:24][CH:23]=1. No catalyst specified. The product is [CH3:14][C@@H:15]1[CH2:19][CH2:18][CH2:17][N:16]1[CH2:20][CH2:21][C:22]1[CH:27]=[CH:26][C:25]([C:2]2[CH:7]=[CH:6][CH:5]=[C:4]([S:8]([CH2:11][CH2:12][OH:13])(=[O:10])=[O:9])[CH:3]=2)=[CH:24][CH:23]=1. The yield is 0.510. (4) The reactants are [Cl:1][C:2]1[CH:3]=[C:4]([C:9]2[S:10][CH:11]=[C:12]([C:15]([CH3:17])=O)[C:13]=2[OH:14])[CH:5]=[CH:6][C:7]=1[Cl:8].[N:18]1([C:24]([C:26]2[S:30][C:29]([C:31]([NH:33][NH2:34])=[O:32])=[CH:28][CH:27]=2)=[O:25])[CH2:23][CH2:22][O:21][CH2:20][CH2:19]1. The catalyst is C(O)(C)C. The product is [Cl:1][C:2]1[CH:3]=[C:4]([C:9]2[S:10][CH:11]=[C:12]([C:15](=[N:34][NH:33][C:31]([C:29]3[S:30][C:26]([C:24]([N:18]4[CH2:23][CH2:22][O:21][CH2:20][CH2:19]4)=[O:25])=[CH:27][CH:28]=3)=[O:32])[CH3:17])[C:13]=2[OH:14])[CH:5]=[CH:6][C:7]=1[Cl:8]. The yield is 0.860. (5) The reactants are [F:1][C:2]([F:16])([F:15])[CH:3]([C:5]1[CH:10]=[CH:9][CH:8]=[C:7]([C:11]([F:14])([F:13])[F:12])[CH:6]=1)[NH2:4].[Cl:17][C:18]1[C:19]([C:30](=[O:35])[NH:31][CH:32]2[CH2:34][CH2:33]2)=[CH:20][C:21]2[N:25]=[C:24]([C:26](O)=[O:27])[NH:23][C:22]=2[CH:29]=1.F[P-](F)(F)(F)(F)F.N1(OC(N(C)C)=[N+](C)C)C2C=CC=CC=2N=N1.CN1CCOCC1. The catalyst is CN(C)C=O.C(OCC)(=O)C. The product is [Cl:17][C:18]1[C:19]([C:30]([NH:31][CH:32]2[CH2:34][CH2:33]2)=[O:35])=[CH:20][C:21]2[N:25]=[C:24]([C:26]([NH:4][CH:3]([C:5]3[CH:10]=[CH:9][CH:8]=[C:7]([C:11]([F:12])([F:13])[F:14])[CH:6]=3)[C:2]([F:15])([F:16])[F:1])=[O:27])[NH:23][C:22]=2[CH:29]=1. The yield is 0.570. (6) The reactants are [CH3:1][N:2]1[N:6]=[C:5]([NH2:7])[CH:4]=[N:3]1.C[Al](C)C.[CH2:12]([N:14]1[CH:22]=[C:21]2[C:16]([CH:17]=[C:18]([C:34](OC)=[O:35])[CH:19]=[C:20]2[O:23][C:24]2[CH:29]=[CH:28][C:27]([S:30]([CH3:33])(=[O:32])=[O:31])=[CH:26][CH:25]=2)=[N:15]1)[CH3:13].C(C(C(C([O-])=O)O)O)([O-])=O.[Na+].[K+]. The catalyst is ClC(Cl)C. The product is [CH2:12]([N:14]1[CH:22]=[C:21]2[C:16]([CH:17]=[C:18]([C:34]([NH:7][C:5]3[CH:4]=[N:3][N:2]([CH3:1])[N:6]=3)=[O:35])[CH:19]=[C:20]2[O:23][C:24]2[CH:25]=[CH:26][C:27]([S:30]([CH3:33])(=[O:32])=[O:31])=[CH:28][CH:29]=2)=[N:15]1)[CH3:13]. The yield is 0.589. (7) The reactants are [CH3:1][C:2]1[C:6]([C:7]([O:9][CH3:10])=[O:8])=[CH:5][NH:4][N:3]=1.[Cl:11][C:12]1[CH:13]=[C:14](B(O)O)[CH:15]=[CH:16][CH:17]=1.N1C=CC=CC=1. The catalyst is CN(C)C(=O)C.C([O-])(=O)C.[Cu+2].C([O-])(=O)C. The product is [Cl:11][C:12]1[CH:17]=[C:16]([N:4]2[CH:5]=[C:6]([C:7]([O:9][CH3:10])=[O:8])[C:2]([CH3:1])=[N:3]2)[CH:15]=[CH:14][CH:13]=1. The yield is 0.670. (8) The reactants are [CH3:1][C:2]1([CH3:28])[CH2:7][CH2:6][C:5]([C:8]2[CH:13]=[C:12]([C:14](O)([CH3:16])[CH3:15])[CH:11]=[CH:10][C:9]=2[NH:18][C:19]([C:21]2[NH:22][CH:23]=[C:24]([C:26]#[N:27])[N:25]=2)=[O:20])=[CH:4][CH2:3]1.[CH3:29][S:30][CH2:31][CH2:32][NH2:33]. The catalyst is CO.C(Cl)Cl. The product is [CH3:1][C:2]1([CH3:28])[CH2:7][CH2:6][C:5]([C:8]2[CH:13]=[C:12]([C:14]([CH3:16])([NH:33][CH2:32][CH2:31][S:30][CH3:29])[CH3:15])[CH:11]=[CH:10][C:9]=2[NH:18][C:19]([C:21]2[NH:22][CH:23]=[C:24]([C:26]#[N:27])[N:25]=2)=[O:20])=[CH:4][CH2:3]1. The yield is 0.500. (9) The reactants are [NH:1]1[CH2:5][CH2:4][CH2:3][CH2:2]1.[CH:6]12[O:12][CH:7]1[CH2:8][CH2:9][CH2:10][CH2:11]2. The catalyst is O. The product is [N:1]1([C@@H:6]2[CH2:11][CH2:10][CH2:9][CH2:8][C@H:7]2[OH:12])[CH2:5][CH2:4][CH2:3][CH2:2]1. The yield is 0.980.